Dataset: Forward reaction prediction with 1.9M reactions from USPTO patents (1976-2016). Task: Predict the product of the given reaction. (1) Given the reactants FC(F)(F)C(O)=O.[Cl:8][C:9]1[CH:10]=[CH:11][C:12]([F:38])=[C:13]([CH:15]2[C:19]([C:22]3[CH:27]=[CH:26][C:25]([Cl:28])=[CH:24][C:23]=3[F:29])([C:20]#[N:21])[CH:18]([CH2:30][C:31]([CH3:34])([CH3:33])[CH3:32])[NH:17][CH:16]2[C:35]([OH:37])=O)[CH:14]=1.[NH2:39][C:40]1[CH:49]=[CH:48][C:43]([C:44]([O:46][CH3:47])=[O:45])=[CH:42][CH:41]=1.CN(C(ON1N=NC2C=CC=NC1=2)=[N+](C)C)C.F[P-](F)(F)(F)(F)F.CCN(C(C)C)C(C)C, predict the reaction product. The product is: [CH3:47][O:46][C:44](=[O:45])[C:43]1[CH:48]=[CH:49][C:40]([NH:39][C:35]([C@H:16]2[C@H:15]([C:13]3[CH:14]=[C:9]([Cl:8])[CH:10]=[CH:11][C:12]=3[F:38])[C@:19]([C:22]3[CH:27]=[CH:26][C:25]([Cl:28])=[CH:24][C:23]=3[F:29])([C:20]#[N:21])[C@H:18]([CH2:30][C:31]([CH3:33])([CH3:34])[CH3:32])[NH:17]2)=[O:37])=[CH:41][CH:42]=1. (2) Given the reactants [OH:1][C:2]1[CH:11]=[C:10]2[C:5]([CH2:6][CH2:7][CH:8]([N:12]([CH2:27][CH2:28][CH3:29])[CH:13]3[CH2:18][CH2:17][N:16]([C:19]([N:21]4[CH2:26][CH2:25][O:24][CH2:23][CH2:22]4)=[O:20])[CH2:15][CH2:14]3)[CH2:9]2)=[CH:4][CH:3]=1.CCN(C(C)C)C(C)C.[Cl:39][C:40]1[CH:45]=[CH:44][CH:43]=[CH:42][C:41]=1[S:46](Cl)(=[O:48])=[O:47], predict the reaction product. The product is: [N:21]1([C:19]([N:16]2[CH2:15][CH2:14][CH:13]([N:12]([CH2:27][CH2:28][CH3:29])[CH:8]3[CH2:9][C:10]4[CH:11]=[C:2]([O:1][S:46]([C:41]5[CH:42]=[CH:43][CH:44]=[CH:45][C:40]=5[Cl:39])(=[O:48])=[O:47])[CH:3]=[CH:4][C:5]=4[CH2:6][CH2:7]3)[CH2:18][CH2:17]2)=[O:20])[CH2:26][CH2:25][O:24][CH2:23][CH2:22]1.